From a dataset of Forward reaction prediction with 1.9M reactions from USPTO patents (1976-2016). Predict the product of the given reaction. (1) Given the reactants [F:1][C:2]([F:24])([F:23])[C:3]1[CH:22]=[CH:21][C:6]([CH2:7][C@@H:8]2[C:12]3=[N:13][C:14]4[CH:19]=[CH:18][CH:17]=[CH:16][C:15]=4[N:11]3[C:10](=[O:20])[NH:9]2)=[CH:5][CH:4]=1.[NH2:25][C@H:26]1[CH2:31][CH2:30][C@H:29]([OH:32])[CH2:28][CH2:27]1.C(O)(C(F)(F)F)=O, predict the reaction product. The product is: [NH:11]1[C:15]2[CH:16]=[CH:17][CH:18]=[CH:19][C:14]=2[N:13]=[C:12]1[C@H:8]([NH:9][C:10]([NH:25][C@H:26]1[CH2:31][CH2:30][C@H:29]([OH:32])[CH2:28][CH2:27]1)=[O:20])[CH2:7][C:6]1[CH:21]=[CH:22][C:3]([C:2]([F:1])([F:23])[F:24])=[CH:4][CH:5]=1. (2) Given the reactants Cl[C:2]1[N:7]=[C:6]([C:8]2[CH:13]=[CH:12][C:11]([Cl:14])=[C:10]([CH3:15])[CH:9]=2)[CH:5]=[C:4]([CH3:16])[N:3]=1.[Br:17][C:18]1[CH:19]=[C:20](B(O)O)[CH:21]=[CH:22][CH:23]=1, predict the reaction product. The product is: [Br:17][C:18]1[CH:23]=[C:22]([C:2]2[N:7]=[C:6]([C:8]3[CH:13]=[CH:12][C:11]([Cl:14])=[C:10]([CH3:15])[CH:9]=3)[CH:5]=[C:4]([CH3:16])[N:3]=2)[CH:21]=[CH:20][CH:19]=1. (3) Given the reactants [CH3:1][SiH:2]([CH3:35])[O:3][CH:4]([C:29]([CH3:34])([CH3:33])[CH:30]([CH3:32])[CH3:31])[C@H:5]1[N:10]2[C:11]3[CH:12]=[CH:13][C:14]([O:18][CH:19]4[CH2:24][CH2:23][N:22]([CH:25]([CH3:27])[CH3:26])[CH2:21][CH2:20]4)=[CH:15][C:16]=3[CH:17]=[C:9]2[C:8](=[O:28])[NH:7][CH2:6]1.[H-].[Na+].Br[CH2:39][CH:40]1[CH2:42][CH2:41]1, predict the reaction product. The product is: [CH:40]1([CH2:39][N:7]2[CH2:6][C@@H:5]([CH:4]([C:29]([CH3:33])([CH3:34])[CH:30]([CH3:31])[CH3:32])[O:3][SiH:2]([CH3:1])[CH3:35])[N:10]3[C:11]4[CH:12]=[CH:13][C:14]([O:18][CH:19]5[CH2:24][CH2:23][N:22]([CH:25]([CH3:26])[CH3:27])[CH2:21][CH2:20]5)=[CH:15][C:16]=4[CH:17]=[C:9]3[C:8]2=[O:28])[CH2:42][CH2:41]1.